From a dataset of Full USPTO retrosynthesis dataset with 1.9M reactions from patents (1976-2016). Predict the reactants needed to synthesize the given product. (1) Given the product [CH2:24]([NH:27][C:28](=[O:29])[N:21]([CH2:22][CH3:23])[CH2:20][CH2:19][CH2:18][O:17][C:5]1[CH:6]=[CH:7][C:8]2[C:9]([C:13]([F:15])([F:14])[F:16])=[N:10][O:11][C:12]=2[C:4]=1[CH2:1][CH2:2][CH3:3])[CH2:25][CH3:26], predict the reactants needed to synthesize it. The reactants are: [CH2:1]([C:4]1[C:12]2[O:11][N:10]=[C:9]([C:13]([F:16])([F:15])[F:14])[C:8]=2[CH:7]=[CH:6][C:5]=1[O:17][CH2:18][CH2:19][CH2:20][NH:21][CH2:22][CH3:23])[CH2:2][CH3:3].[CH2:24]([N:27]=[C:28]=[O:29])[CH2:25][CH3:26]. (2) Given the product [Br:1][CH2:21][C:18]1[S:19][CH:20]=[C:16]([C:13]2[CH:12]=[CH:11][C:10]([F:9])=[CH:15][CH:14]=2)[N:17]=1, predict the reactants needed to synthesize it. The reactants are: [Br:1]N1C(=O)CCC1=O.[F:9][C:10]1[CH:15]=[CH:14][C:13]([C:16]2[N:17]=[C:18]([CH3:21])[S:19][CH:20]=2)=[CH:12][CH:11]=1. (3) Given the product [Br:17][C:18]1[CH:19]=[CH:20][C:21]2[O:25][C:24]([C:26](=[O:28])[NH2:27])=[C:23]([NH:29][C:2]([CH:4]3[CH2:9][CH2:8][N:7]([C:10]([O:12][C:13]([CH3:16])([CH3:15])[CH3:14])=[O:11])[CH2:6][CH2:5]3)=[O:3])[C:22]=2[CH:44]=1, predict the reactants needed to synthesize it. The reactants are: Cl[C:2]([CH:4]1[CH2:9][CH2:8][N:7]([C:10]([O:12][C:13]([CH3:16])([CH3:15])[CH3:14])=[O:11])[CH2:6][CH2:5]1)=[O:3].[Br:17][C:18]1[CH:19]=[CH:20][C:21]2[O:25][C:24]([C:26](=[O:28])[NH2:27])=[C:23]([NH:29]C(C3CCCN3C(OC(C)(C)C)=O)=O)[C:22]=2[CH:44]=1.N1C=CC=CC=1. (4) The reactants are: CO.C([O:6][CH:7]1[C:8]([CH3:41])([OH:40])[CH2:9][CH2:10][CH:11]([OH:39])[CH2:12][C:13]([O:15][CH:16](/[C:21](/[CH3:38])=[CH:22]/[CH:23]=[CH:24]/[C:25]([CH3:37])([OH:36])[CH2:26][CH:27]2[O:35][CH:28]2[CH:29]([CH3:34])[CH:30]([OH:33])[CH2:31][CH3:32])[CH:17]([CH3:20])[CH:18]=[CH:19]1)=[O:14])(=O)C.C(=O)([O-])[O-].[K+].[K+].O. Given the product [OH:39][CH:11]1[CH2:10][CH2:9][C:8]([OH:40])([CH3:41])[CH:7]([OH:6])[CH:19]=[CH:18][CH:17]([CH3:20])[CH:16](/[C:21](/[CH3:38])=[CH:22]/[CH:23]=[CH:24]/[C:25]([OH:36])([CH3:37])[CH2:26][CH:27]2[O:35][CH:28]2[CH:29]([CH3:34])[CH:30]([OH:33])[CH2:31][CH3:32])[O:15][C:13](=[O:14])[CH2:12]1, predict the reactants needed to synthesize it. (5) Given the product [NH2:23][C@@H:11]([CH2:12][C:13]1[CH:14]=[CH:15][C:16]([O:19][CH:20]([CH3:22])[CH3:21])=[CH:17][CH:18]=1)[C:10]([N:9]([CH3:8])[CH3:32])=[O:31], predict the reactants needed to synthesize it. The reactants are: FC(F)(F)C(O)=O.[CH3:8][N:9]([CH3:32])[C:10](=[O:31])[C@@H:11]([NH:23]C(=O)OC(C)(C)C)[CH2:12][C:13]1[CH:18]=[CH:17][C:16]([O:19][CH:20]([CH3:22])[CH3:21])=[CH:15][CH:14]=1.